This data is from Forward reaction prediction with 1.9M reactions from USPTO patents (1976-2016). The task is: Predict the product of the given reaction. (1) Given the reactants [CH3:1][O:2][C:3](=[O:10])[CH2:4][CH:5]([NH2:9])[C:6]([OH:8])=[O:7].C([O-])([O-])=O.[Na+].[Na+].C(=O)=O.[CH3:20][C:21]([O:24][C:25](O[C:25]([O:24][C:21]([CH3:23])([CH3:22])[CH3:20])=[O:26])=[O:26])([CH3:23])[CH3:22], predict the reaction product. The product is: [CH3:1][O:2][C:3](=[O:10])[CH2:4][CH:5]([NH:9][C:25]([O:24][C:21]([CH3:23])([CH3:22])[CH3:20])=[O:26])[C:6]([OH:8])=[O:7]. (2) Given the reactants [OH:1][C:2]1[CH:9]=[CH:8][C:5]([CH:6]=[O:7])=[CH:4][CH:3]=1.F[C:11]1[CH:16]=[CH:15][C:14]([N+:17]([O-:19])=[O:18])=[C:13]([CH3:20])[CH:12]=1.C([O-])([O-])=O.[K+].[K+], predict the reaction product. The product is: [CH3:20][C:13]1[CH:12]=[C:11]([O:1][C:2]2[CH:9]=[CH:8][C:5]([CH:6]=[O:7])=[CH:4][CH:3]=2)[CH:16]=[CH:15][C:14]=1[N+:17]([O-:19])=[O:18]. (3) Given the reactants [CH2:1]([N:8]1[CH2:18][CH2:17][C:11]2([C:15](=[O:16])[NH:14][CH2:13][CH2:12]2)[CH:10]([OH:19])[CH2:9]1)[C:2]1[CH:7]=[CH:6][CH:5]=[CH:4][CH:3]=1.[C:20]([O-:23])([O-])=[O:21].[K+].[K+].[CH3:26][C:27]1(C)C2C(=C(P(C3C=CC=CC=3)C3C=CC=CC=3)C=CC=2)O[C:29]2C(P(C3C=CC=CC=3)C3C=CC=CC=3)=CC=C[C:28]1=2.O, predict the reaction product. The product is: [CH2:1]([N:8]1[CH2:18][CH2:17][C:11]2([C:15](=[O:16])[N:14]([C:27]3[CH2:26][O:23][C:20](=[O:21])[C:28]=3[CH3:29])[CH2:13][CH2:12]2)[CH:10]([OH:19])[CH2:9]1)[C:2]1[CH:3]=[CH:4][CH:5]=[CH:6][CH:7]=1. (4) Given the reactants Cl.[O:2]1[C:6]2[CH:7]=[CH:8][CH:9]=[C:10]([CH:11]3[CH2:16][CH2:15][N:14]([CH2:17][CH2:18][C@H:19]4[CH2:24][CH2:23][C@H:22]([NH2:25])[CH2:21][CH2:20]4)[CH2:13][CH2:12]3)[C:5]=2[O:4][CH2:3]1.[O:26]1[CH2:31][CH2:30][O:29][CH2:28][CH:27]1[CH2:32][C:33](O)=[O:34], predict the reaction product. The product is: [O:2]1[C:6]2[CH:7]=[CH:8][CH:9]=[C:10]([CH:11]3[CH2:16][CH2:15][N:14]([CH2:17][CH2:18][C@H:19]4[CH2:20][CH2:21][C@H:22]([NH:25][C:33](=[O:34])[CH2:32][CH:27]5[CH2:28][O:29][CH2:30][CH2:31][O:26]5)[CH2:23][CH2:24]4)[CH2:13][CH2:12]3)[C:5]=2[O:4][CH2:3]1.